Dataset: Peptide-MHC class II binding affinity with 134,281 pairs from IEDB. Task: Regression. Given a peptide amino acid sequence and an MHC pseudo amino acid sequence, predict their binding affinity value. This is MHC class II binding data. (1) The peptide sequence is TRLSCDCDDKFYDCLKNS. The MHC is DRB1_0701 with pseudo-sequence DRB1_0701. The binding affinity (normalized) is 0. (2) The peptide sequence is RQKVVYPSVMTFQEE. The MHC is DRB1_0101 with pseudo-sequence DRB1_0101. The binding affinity (normalized) is 0.382.